Dataset: CYP2C9 inhibition data for predicting drug metabolism from PubChem BioAssay. Task: Regression/Classification. Given a drug SMILES string, predict its absorption, distribution, metabolism, or excretion properties. Task type varies by dataset: regression for continuous measurements (e.g., permeability, clearance, half-life) or binary classification for categorical outcomes (e.g., BBB penetration, CYP inhibition). Dataset: cyp2c9_veith. (1) The drug is Cc1cc(Nc2ccc(N=Nc3ccc(O)c4ncccc34)cc2)nc(C)n1. The result is 0 (non-inhibitor). (2) The compound is CCCCOc1ccc(S(=O)(=O)Nc2cccnc2)cc1. The result is 1 (inhibitor). (3) The compound is O=C(c1csnn1)N1CCC2(CC1)CN(c1ccccc1)C2. The result is 0 (non-inhibitor). (4) The result is 0 (non-inhibitor). The drug is Cc1noc(C)c1C(=O)N1CCC[C@@]2(CCN(C(=O)Nc3cccc(F)c3)C2)C1. (5) The molecule is COc1ccccc1NC(=O)Nc1nc(-c2cccnc2)nc2ccccc12. The result is 0 (non-inhibitor). (6) The molecule is COC(=O)COc1ccsc1C(=O)OC. The result is 0 (non-inhibitor). (7) The compound is CO[C@H]1COC(=O)[C@H]2CCCN2C(=O)[C@@H](C)COC(=O)C/C=C\[C@@H]1C. The result is 0 (non-inhibitor).